From a dataset of Forward reaction prediction with 1.9M reactions from USPTO patents (1976-2016). Predict the product of the given reaction. (1) Given the reactants [CH2:1](N(CC)CC)C.ClCCl.C(OC(NC(C)(C)CN(C(OC(C)(C)C)=O)CCCO)=O)C1C=CC=CC=1.[C:38]([O:42][C:43]([N:45]([CH2:63][CH2:64][CH2:65][OH:66])[CH2:46][C@@H:47]([NH:49][S:50]([C:53]1[CH:54]=[C:55]2[C:60](=[CH:61][CH:62]=1)[CH:59]=[N:58][CH:57]=[CH:56]2)(=[O:52])=[O:51])[CH3:48])=[O:44])([CH3:41])([CH3:40])[CH3:39], predict the reaction product. The product is: [C:38]([O:42][C:43]([N:45]([CH2:63][CH2:64][CH2:65][OH:66])[CH2:46][C:47]([NH:49][S:50]([C:53]1[CH:54]=[C:55]2[C:60](=[CH:61][CH:62]=1)[CH:59]=[N:58][CH:57]=[CH:56]2)(=[O:52])=[O:51])([CH3:1])[CH3:48])=[O:44])([CH3:41])([CH3:40])[CH3:39]. (2) Given the reactants [Cl:1][C:2]1[CH:3]=[C:4]([CH:8]2[C:13]([C:14]([OH:16])=O)=[C:12]([CH3:17])[NH:11][C:10](=[O:18])[NH:9]2)[CH:5]=[CH:6][CH:7]=1.[NH2:19][CH2:20][CH2:21][CH2:22][N:23]1[CH2:27][CH2:26][CH2:25][CH2:24]1.CCN=C=NCCCN(C)C.Cl, predict the reaction product. The product is: [N:23]1([CH2:22][CH2:21][CH2:20][NH:19][C:14]([C:13]2[CH:8]([C:4]3[CH:5]=[CH:6][CH:7]=[C:2]([Cl:1])[CH:3]=3)[NH:9][C:10](=[O:18])[NH:11][C:12]=2[CH3:17])=[O:16])[CH2:27][CH2:26][CH2:25][CH2:24]1. (3) Given the reactants [NH2:1][C:2]1[C:7]([C:8]([NH:10][CH3:11])=[O:9])=[C:6](F)[C:5]([Br:13])=[CH:4][CH:3]=1.FC1C2C(=O)OC(=O)NC=2C=CC=1.[Cl:27]C1C2C(=O)OC(=O)NC=2C=CC=1, predict the reaction product. The product is: [NH2:1][C:2]1[C:7]([C:8]([NH:10][CH3:11])=[O:9])=[C:6]([Cl:27])[C:5]([Br:13])=[CH:4][CH:3]=1. (4) Given the reactants O1C2C=CC(C3(C(NC4C=CC(CC5C=CC=CC=5)=CN=4)=O)CC3)=CC=2OC1.[O:29]1[C:33]2[CH:34]=[CH:35][C:36]([C:38]3([C:41]([NH:43][C:44]4[CH:49]=[CH:48][C:47](Br)=[CH:46][N:45]=4)=[O:42])[CH2:40][CH2:39]3)=[CH:37][C:32]=2[O:31][CH2:30]1.[Cl-].[Cl:52][C:53]1[CH:60]=[CH:59][CH:58]=[C:57]([Cl:61])[C:54]=1[CH2:55][Zn+], predict the reaction product. The product is: [O:29]1[C:33]2[CH:34]=[CH:35][C:36]([C:38]3([C:41]([NH:43][C:44]4[CH:49]=[CH:48][C:47]([CH2:55][C:54]5[C:53]([Cl:52])=[CH:60][CH:59]=[CH:58][C:57]=5[Cl:61])=[CH:46][N:45]=4)=[O:42])[CH2:40][CH2:39]3)=[CH:37][C:32]=2[O:31][CH2:30]1. (5) Given the reactants [C:1]([C:3]1[NH:4][C:5]2[C:10]([CH:11]=1)=[CH:9][C:8]([CH:12]([C:19]1[CH:24]=[CH:23][CH:22]=[CH:21][CH:20]=1)[CH2:13]OS(C)(=O)=O)=[CH:7][CH:6]=2)#[N:2].[CH3:25][NH2:26], predict the reaction product. The product is: [CH3:25][NH:26][CH2:13][CH:12]([C:8]1[CH:9]=[C:10]2[C:5](=[CH:6][CH:7]=1)[NH:4][C:3]([C:1]#[N:2])=[CH:11]2)[C:19]1[CH:24]=[CH:23][CH:22]=[CH:21][CH:20]=1.